Dataset: Catalyst prediction with 721,799 reactions and 888 catalyst types from USPTO. Task: Predict which catalyst facilitates the given reaction. (1) Reactant: O.NN.C(O)C.[C:7]([N:10]1[CH2:15][CH2:14][CH:13]([N:16]2C(=O)C3C(=CC=CC=3)C2=O)[CH:12]([NH:27][C:28](=[O:34])[O:29][C:30]([CH3:33])([CH3:32])[CH3:31])[CH2:11]1)(=[O:9])[CH3:8]. Product: [C:7]([N:10]1[CH2:15][CH2:14][CH:13]([NH2:16])[CH:12]([NH:27][C:28](=[O:34])[O:29][C:30]([CH3:33])([CH3:32])[CH3:31])[CH2:11]1)(=[O:9])[CH3:8]. The catalyst class is: 13. (2) Product: [Br:1][C:2]1[CH:3]=[CH:4][C:5]2[C:9]([CH:10]=1)=[N:8][N:7]1[C:19]([OH:20])=[C:18]([C:12]3[CH:17]=[CH:16][CH:15]=[CH:14][CH:13]=3)[C:24]([OH:25])=[N:11][C:6]=21. The catalyst class is: 6. Reactant: [Br:1][C:2]1[CH:10]=[C:9]2[C:5]([C:6]([NH2:11])=[N:7][NH:8]2)=[CH:4][CH:3]=1.[C:12]1([CH:18]([C:24](OCC)=[O:25])[C:19](OCC)=[O:20])[CH:17]=[CH:16][CH:15]=[CH:14][CH:13]=1.C(N(CCCC)CCCC)CCC.[OH-].[Na+]. (3) Reactant: [CH:1]1([C:4]2[N:5]=[C:6]3[CH:11]=[CH:10][C:9](I)=[CH:8][N:7]3[C:13]=2[CH3:14])[CH2:3][CH2:2]1.[O:15]=[C:16]1[CH:21]=[C:20]([C:22]([O:24][CH3:25])=[O:23])[CH:19]=[CH:18][NH:17]1.C(=O)([O-])[O-].[K+].[K+].CN[C@@H]1CCCC[C@H]1NC. Product: [CH:1]1([C:4]2[N:5]=[C:6]3[CH:11]=[CH:10][C:9]([N:17]4[CH:18]=[CH:19][C:20]([C:22]([O:24][CH3:25])=[O:23])=[CH:21][C:16]4=[O:15])=[CH:8][N:7]3[C:13]=2[CH3:14])[CH2:3][CH2:2]1. The catalyst class is: 321. (4) The catalyst class is: 7. Reactant: [CH3:1][O:2][C:3]1[CH:4]=[C:5]2[C:10](=[CH:11][C:12]=1[O:13][CH3:14])[N:9]=[CH:8][N:7]=[C:6]2[N:15]1[CH2:20][CH2:19][C:18]2[NH:21][N:22]=[C:23]([CH2:24]O)[C:17]=2[CH2:16]1.S(Cl)([Cl:28])=O. Product: [Cl:28][CH2:24][C:23]1[C:17]2[CH2:16][N:15]([C:6]3[C:5]4[C:10](=[CH:11][C:12]([O:13][CH3:14])=[C:3]([O:2][CH3:1])[CH:4]=4)[N:9]=[CH:8][N:7]=3)[CH2:20][CH2:19][C:18]=2[NH:21][N:22]=1. (5) Reactant: [OH-].[Na+].C[O:4][C:5]([C:7]1([C:12]2[CH:17]=[CH:16][C:15]([NH:18][C:19]3[C:24]4[CH2:25][CH2:26][CH2:27][C:23]=4[N:22]=[C:21]([CH:28]4[CH2:32][CH2:31][CH2:30][CH2:29]4)[N:20]=3)=[CH:14][CH:13]=2)[CH2:11][CH2:10][CH2:9][CH2:8]1)=[O:6]. Product: [CH:28]1([C:21]2[N:20]=[C:19]([NH:18][C:15]3[CH:14]=[CH:13][C:12]([C:7]4([C:5]([OH:6])=[O:4])[CH2:11][CH2:10][CH2:9][CH2:8]4)=[CH:17][CH:16]=3)[C:24]3[CH2:25][CH2:26][CH2:27][C:23]=3[N:22]=2)[CH2:29][CH2:30][CH2:31][CH2:32]1. The catalyst class is: 72. (6) Reactant: [CH:1]1(/[CH:6]=[C:7](\[C:16]2[CH:17]=[N:18][C:19]([S:22]([CH3:25])(=[O:24])=[O:23])=[CH:20][CH:21]=2)/[C:8]([NH:10][C:11]2[S:12][CH:13]=[CH:14][N:15]=2)=[O:9])[CH2:5][CH2:4][CH2:3][CH2:2]1.C([O-])=O.[NH4+]. Product: [CH:1]1([CH2:6][CH:7]([C:16]2[CH:17]=[N:18][C:19]([S:22]([CH3:25])(=[O:24])=[O:23])=[CH:20][CH:21]=2)[C:8]([NH:10][C:11]2[S:12][CH:13]=[CH:14][N:15]=2)=[O:9])[CH2:5][CH2:4][CH2:3][CH2:2]1. The catalyst class is: 43. (7) Reactant: COC1C=CC(C[N:8]2[C:17]3[N:16]=[C:15]([CH2:18][CH2:19][O:20][C:21]4[N:26]=[CH:25][C:24]([CH2:27][C@@H:28]([C:30]([O:32]C(C)(C)C)=[O:31])[NH2:29])=[CH:23][CH:22]=4)[CH:14]=[CH:13][C:12]=3[CH2:11][CH2:10][CH2:9]2)=CC=1.OP=O.CCN=C=NCCCN(C)C.[Cl:53][C:54]1[CH:58]=[CH:57][S:56][C:55]=1[C:59](O)=[O:60].C1(OC)C=CC=CC=1.C(O)(C(F)(F)F)=O. Product: [Cl:53][C:54]1[CH:58]=[CH:57][S:56][C:55]=1[C:59]([NH:29][C@H:28]([C:30]([OH:32])=[O:31])[CH2:27][C:24]1[CH:25]=[N:26][C:21]([O:20][CH2:19][CH2:18][C:15]2[CH:14]=[CH:13][C:12]3[CH2:11][CH2:10][CH2:9][NH:8][C:17]=3[N:16]=2)=[CH:22][CH:23]=1)=[O:60]. The catalyst class is: 2. (8) Reactant: [CH3:1][C:2]1[C:6]([CH3:7])=[C:5]([N:8]([CH2:20][O:21][CH3:22])[S:9]([C:12]2[CH:16]=[CH:15][S:14][C:13]=2[C:17](Cl)=[O:18])(=[O:11])=[O:10])[O:4][N:3]=1.[C:23]([CH2:25][C:26]1[C:27]([CH3:35])=[C:28]([C:30]([CH3:34])=[CH:31][C:32]=1[CH3:33])[NH2:29])#[N:24].C(N(CC)CC)C.O. Product: [C:23]([CH2:25][C:26]1[C:27]([CH3:35])=[C:28]([NH:29][C:17]([C:13]2[S:14][CH:15]=[CH:16][C:12]=2[S:9]([N:8]([C:5]2[O:4][N:3]=[C:2]([CH3:1])[C:6]=2[CH3:7])[CH2:20][O:21][CH3:22])(=[O:11])=[O:10])=[O:18])[C:30]([CH3:34])=[CH:31][C:32]=1[CH3:33])#[N:24]. The catalyst class is: 112. (9) Reactant: [S:1]1[C:5]2[CH:6]=[CH:7][CH:8]=[CH:9][C:4]=2[N:3]=[C:2]1[NH:10][C:11]([C:13]1[CH:14]=[CH:15][CH:16]=[C:17]2[C:22]=1[CH2:21][N:20]([C:23]1[S:24][CH:25]=[C:26]([C:28]([O:30]C)=[O:29])[N:27]=1)[CH2:19][CH2:18]2)=[O:12].[OH-].[Na+].Cl. Product: [S:1]1[C:5]2[CH:6]=[CH:7][CH:8]=[CH:9][C:4]=2[N:3]=[C:2]1[NH:10][C:11]([C:13]1[CH:14]=[CH:15][CH:16]=[C:17]2[C:22]=1[CH2:21][N:20]([C:23]1[S:24][CH:25]=[C:26]([C:28]([OH:30])=[O:29])[N:27]=1)[CH2:19][CH2:18]2)=[O:12]. The catalyst class is: 83. (10) Reactant: [H-].[Al+3].[Li+].[H-].[H-].[H-].[C:7]1([N:13]([C:28]2[CH:33]=[CH:32][CH:31]=[CH:30][CH:29]=2)[C:14]2[CH:19]=[CH:18][C:17]([C:20]([C:22]3[CH:27]=[CH:26][CH:25]=[CH:24][CH:23]=3)=O)=[CH:16][CH:15]=2)[CH:12]=[CH:11][CH:10]=[CH:9][CH:8]=1.O.[OH-].[Na+]. Product: [CH2:20]([C:17]1[CH:16]=[CH:15][C:14]([N:13]([C:28]2[CH:29]=[CH:30][CH:31]=[CH:32][CH:33]=2)[C:7]2[CH:12]=[CH:11][CH:10]=[CH:9][CH:8]=2)=[CH:19][CH:18]=1)[C:22]1[CH:23]=[CH:24][CH:25]=[CH:26][CH:27]=1. The catalyst class is: 7.